Dataset: Forward reaction prediction with 1.9M reactions from USPTO patents (1976-2016). Task: Predict the product of the given reaction. (1) Given the reactants [CH3:1][O:2][C:3](=[O:21])[CH2:4][C:5]1[CH:20]=[CH:19][C:8]([CH2:9][N:10]2[C:14](=[O:15])[CH2:13][CH2:12][C@@H:11]2[C:16](O)=[O:17])=[CH:7][CH:6]=1.OC[C@H]1CCC(=O)N1CCC1C=CC(C(OC)=O)=CC=1, predict the reaction product. The product is: [OH:17][CH2:16][C@H:11]1[CH2:12][CH2:13][C:14](=[O:15])[N:10]1[CH2:9][C:8]1[CH:19]=[CH:20][C:5]([CH2:4][C:3]([O:2][CH3:1])=[O:21])=[CH:6][CH:7]=1. (2) Given the reactants [F:1][C:2]([F:33])([F:32])[C:3]1[CH:4]=[C:5]([CH:25]=[C:26]([C:28]([F:31])([F:30])[F:29])[CH:27]=1)[CH2:6][N:7]([CH3:24])[C@@H:8]1[CH2:12][N:11]([CH2:13][C:14]2[CH:19]=[CH:18][C:17]([Cl:20])=[CH:16][CH:15]=2)[C@H:10]([C:21](O)=[O:22])[CH2:9]1.[F:34][C:35]([F:49])([F:48])[C:36]1[CH:37]=[C:38]([N:42]2[CH2:47][CH2:46][NH:45][CH2:44][CH2:43]2)[CH:39]=[CH:40][CH:41]=1, predict the reaction product. The product is: [F:33][C:2]([F:1])([F:32])[C:3]1[CH:4]=[C:5]([CH:25]=[C:26]([C:28]([F:29])([F:30])[F:31])[CH:27]=1)[CH2:6][N:7]([CH3:24])[C@@H:8]1[CH2:12][N:11]([CH2:13][C:14]2[CH:19]=[CH:18][C:17]([Cl:20])=[CH:16][CH:15]=2)[C@H:10]([C:21]([N:45]2[CH2:46][CH2:47][N:42]([C:38]3[CH:39]=[CH:40][CH:41]=[C:36]([C:35]([F:34])([F:48])[F:49])[CH:37]=3)[CH2:43][CH2:44]2)=[O:22])[CH2:9]1. (3) Given the reactants [CH3:1][C:2]1[CH:7]=[C:6]([C:8]2[C:9]([O:14][C:15]3[CH:20]=[CH:19][C:18]([NH2:21])=[CH:17][CH:16]=3)=[N:10][CH:11]=[CH:12][CH:13]=2)[CH:5]=[CH:4][N:3]=1.C(=O)([O-])[O-].[Na+].[Na+].[C:28](Cl)(Cl)=[S:29], predict the reaction product. The product is: [N:21]([C:18]1[CH:17]=[CH:16][C:15]([O:14][C:9]2[C:8]([C:6]3[CH:5]=[CH:4][N:3]=[C:2]([CH3:1])[CH:7]=3)=[CH:13][CH:12]=[CH:11][N:10]=2)=[CH:20][CH:19]=1)=[C:28]=[S:29]. (4) Given the reactants [NH2:1][CH:2]([C:4]1[C:5]([O:23][CH3:24])=[C:6]([C:12]2[N:17]=[C:16]([C:18]([N:20]([CH3:22])[CH3:21])=[O:19])[CH:15]=[CH:14][CH:13]=2)[C:7]([CH3:11])=[C:8]([Cl:10])[CH:9]=1)[CH3:3].Cl[C:26]1[N:34]=[CH:33][N:32]=[C:31]2[C:27]=1[N:28]=[CH:29][N:30]2[CH:35]1[CH2:40][CH2:39][CH2:38][CH2:37][O:36]1.COCCO.CCN(C(C)C)C(C)C, predict the reaction product. The product is: [Cl:10][C:8]1[C:7]([CH3:11])=[C:6]([C:12]2[N:17]=[C:16]([C:18]([N:20]([CH3:21])[CH3:22])=[O:19])[CH:15]=[CH:14][CH:13]=2)[C:5]([O:23][CH3:24])=[C:4]([CH:2]([NH:1][C:26]2[N:34]=[CH:33][N:32]=[C:31]3[C:27]=2[N:28]=[CH:29][N:30]3[CH:35]2[CH2:40][CH2:39][CH2:38][CH2:37][O:36]2)[CH3:3])[CH:9]=1. (5) Given the reactants [NH:1]1[CH2:9][CH2:8][CH:4]([C:5]([OH:7])=[O:6])[CH2:3][CH2:2]1.C(=O)([O-])[O-].[Na+].[Na+].[C:16](O[C:16]([O:18][C:19]([CH3:22])([CH3:21])[CH3:20])=[O:17])([O:18][C:19]([CH3:22])([CH3:21])[CH3:20])=[O:17], predict the reaction product. The product is: [C:16]([N:1]1[CH2:9][CH2:8][CH:4]([C:5]([OH:7])=[O:6])[CH2:3][CH2:2]1)([O:18][C:19]([CH3:22])([CH3:21])[CH3:20])=[O:17]. (6) Given the reactants Cl.[CH3:2][O:3][C:4]([C:6]1[N:7]=[C:8]([C:11]2[CH:16]=[CH:15][C:14]([CH2:17][NH2:18])=[CH:13][CH:12]=2)[O:9][CH:10]=1)=[O:5].CCN=C=NCCCN(C)C.Cl.[CH:31]1[CH:32]=[CH:33]C2N(O)N=[N:37][C:35]=2[CH:36]=1.[F:41][C:42]([F:55])([F:54])[O:43][C:44]1[CH:49]=[CH:48][C:47]([CH2:50][C:51]([OH:53])=[O:52])=[CH:46][CH:45]=1.CCN(C(C)C)C(C)C, predict the reaction product. The product is: [N:37]1([C:4]([C:6]2[N:7]=[C:8]([C:11]3[CH:12]=[CH:13][C:14]([CH2:17][NH:18][C:51](=[O:53])[CH2:50][C:47]4[CH:46]=[CH:45][C:44]([O:43][C:42]([F:41])([F:55])[F:54])=[CH:49][CH:48]=4)=[CH:15][CH:16]=3)[O:9][CH:10]=2)=[O:5])[CH2:33][CH2:32][CH2:31][CH2:36][CH2:35]1.[CH3:2][O:3][C:4]([C:6]1[N:7]=[C:8]([C:11]2[CH:16]=[CH:15][C:14]([CH2:17][NH:18][C:51](=[O:52])[CH2:50][C:47]3[CH:48]=[CH:49][C:44]([O:43][C:42]([F:54])([F:41])[F:55])=[CH:45][CH:46]=3)=[CH:13][CH:12]=2)[O:9][CH:10]=1)=[O:5]. (7) Given the reactants [CH3:1][Si](C=[N+]=[N-])(C)C.CCCCCC.[N:14]12[CH2:21][CH2:20][CH:17]([CH2:18][CH2:19]1)[C:16](=[O:22])[CH2:15]2.CO, predict the reaction product. The product is: [N:14]12[CH2:21][CH2:20][CH:17]([CH2:18][CH2:19]1)[C:16](=[O:22])[CH2:15][CH2:1]2.